This data is from Full USPTO retrosynthesis dataset with 1.9M reactions from patents (1976-2016). The task is: Predict the reactants needed to synthesize the given product. (1) Given the product [CH2:12]([N:14]1[C:18](=[O:19])[C:17](=[C:20]2[N:24]([CH3:25])[C:23]3[CH:26]=[CH:27][CH:28]=[CH:29][C:22]=3[S:21]2)[S:16][C:15]1=[N:32][C:33]1[CH:34]=[C:35]2[C:40](=[CH:41][CH:42]=1)[N:39]=[CH:38][CH:37]=[CH:36]2)[CH3:13], predict the reactants needed to synthesize it. The reactants are: C1(C)C=CC(S([O-])(=O)=O)=CC=1.[CH2:12]([N:14]1[C:18](=[O:19])[C:17](=[C:20]2[N:24]([CH3:25])[C:23]3[CH:26]=[CH:27][CH:28]=[CH:29][C:22]=3[S:21]2)[S:16][CH2+:15]1SC)[CH3:13].[NH2:32][C:33]1[CH:34]=[C:35]2[C:40](=[CH:41][CH:42]=1)[N:39]=[CH:38][CH:37]=[CH:36]2. (2) Given the product [O:33]=[C:15]1[C:16]2[C:21](=[CH:20][CH:19]=[C:18]([C:24]#[C:25][CH2:26][C:27]3[CH:32]=[CH:31][CH:30]=[CH:29][CH:28]=3)[CH:17]=2)[CH:22]=[N:23][N:14]1[CH2:13][C:10]1[CH:9]=[CH:8][C:7]([C:6]([OH:34])=[O:5])=[CH:12][CH:11]=1, predict the reactants needed to synthesize it. The reactants are: C([O:5][C:6](=[O:34])[C:7]1[CH:12]=[CH:11][C:10]([CH2:13][N:14]2[N:23]=[CH:22][C:21]3[C:16](=[CH:17][C:18]([C:24]#[C:25][CH2:26][C:27]4[CH:32]=[CH:31][CH:30]=[CH:29][CH:28]=4)=[CH:19][CH:20]=3)[C:15]2=[O:33])=[CH:9][CH:8]=1)(C)(C)C.FC(F)(F)C(O)=O.